From a dataset of Forward reaction prediction with 1.9M reactions from USPTO patents (1976-2016). Predict the product of the given reaction. (1) Given the reactants [CH3:1][C:2]1[N:3]=[C:4]2[CH:9]=[CH:8][CH:7]=[C:6]([CH2:10][NH:11][CH2:12][CH2:13][CH2:14][CH2:15][NH:16][S:17]([C:20]([F:23])([F:22])[F:21])(=[O:19])=[O:18])[N:5]2[CH:24]=1.[CH2:25]=O, predict the reaction product. The product is: [CH3:1][C:2]1[N:3]=[C:4]2[N:5]3[C:6]([CH2:10][N:11]([CH2:12][CH2:13][CH2:14][CH2:15][NH:16][S:17]([C:20]([F:21])([F:22])[F:23])(=[O:19])=[O:18])[CH2:25][C:24]=13)=[CH:7][CH:8]=[CH:9]2. (2) Given the reactants [Cl:1][C:2]1[N:7]=[N:6][C:5]([NH:8][NH2:9])=[CH:4][CH:3]=1.[CH3:10][N:11]([CH3:21])[C:12]1[CH:13]=[C:14]([CH:18]=[CH:19][CH:20]=1)[C:15](O)=[O:16].Cl.C1COCC1, predict the reaction product. The product is: [Cl:1][C:2]1[N:7]=[N:6][C:5]([NH:8][NH:9][C:15](=[O:16])[C:14]2[CH:18]=[CH:19][CH:20]=[C:12]([N:11]([CH3:10])[CH3:21])[CH:13]=2)=[CH:4][CH:3]=1. (3) Given the reactants [CH:1]1([CH2:7][CH:8]([C:14]([NH:16][CH2:17][CH2:18][C:19]2[CH:24]=[CH:23][CH:22]=[CH:21][CH:20]=2)=[O:15])[C:9]([O:11]CC)=[O:10])[CH2:6][CH2:5][CH2:4][CH2:3][CH2:2]1.[OH-].[Na+], predict the reaction product. The product is: [CH:1]1([CH2:7][CH:8]([C:14]([NH:16][CH2:17][CH2:18][C:19]2[CH:24]=[CH:23][CH:22]=[CH:21][CH:20]=2)=[O:15])[C:9]([OH:11])=[O:10])[CH2:2][CH2:3][CH2:4][CH2:5][CH2:6]1. (4) Given the reactants [F:1][C:2]([F:29])([F:28])[C:3]1[CH:4]=[C:5]([CH:21]=[C:22]([C:24]([F:27])([F:26])[F:25])[CH:23]=1)[C:6]([N:8]1[CH:12]([CH2:13][C:14]2[CH:19]=[CH:18][CH:17]=[CH:16][CH:15]=2)[CH2:11][C:10](=O)[CH2:9]1)=[O:7].[CH3:30][C:31]1[CH:36]=[CH:35][CH:34]=[C:33]([CH3:37])[C:32]=1[NH:38][C:39](=[O:47])[CH2:40][N:41]1[CH2:46][CH2:45][NH:44][CH2:43][CH2:42]1, predict the reaction product. The product is: [F:28][C:2]([F:1])([F:29])[C:3]1[CH:4]=[C:5]([CH:21]=[C:22]([C:24]([F:25])([F:27])[F:26])[CH:23]=1)[C:6]([N:8]1[C@H:12]([CH2:13][C:14]2[CH:15]=[CH:16][CH:17]=[CH:18][CH:19]=2)[CH2:11][C@H:10]([N:44]2[CH2:45][CH2:46][N:41]([CH2:40][C:39]([NH:38][C:32]3[C:33]([CH3:37])=[CH:34][CH:35]=[CH:36][C:31]=3[CH3:30])=[O:47])[CH2:42][CH2:43]2)[CH2:9]1)=[O:7]. (5) Given the reactants [CH3:1][O:2][C:3]1[CH:4]=[CH:5][CH:6]=[C:7]2[C:12]=1[N:11]=[C:10]([C:13]([F:16])([F:15])[F:14])[CH2:9][C:8]2=O.P(Cl)(Cl)([Cl:20])=O, predict the reaction product. The product is: [Cl:20][C:8]1[C:7]2[C:12](=[C:3]([O:2][CH3:1])[CH:4]=[CH:5][CH:6]=2)[N:11]=[C:10]([C:13]([F:16])([F:15])[F:14])[CH:9]=1. (6) The product is: [Br:12][C:4]1[C:5]([OH:11])=[C:6]([CH:10]=[C:2]([Cl:1])[CH:3]=1)[C:7]([OH:9])=[O:8]. Given the reactants [Cl:1][C:2]1[CH:3]=[CH:4][C:5]([OH:11])=[C:6]([CH:10]=1)[C:7]([OH:9])=[O:8].[Br:12]N1C(=O)CCC1=O, predict the reaction product. (7) Given the reactants Cl[C:2]1[N:3]=[CH:4][CH:5]=[C:6]2[C:11]=1[C:10](=[O:12])[N:9]([CH3:13])[C:8]1[CH:14]=[C:15]([Cl:18])[CH:16]=[CH:17][C:7]2=1.[CH3:19][O-:20].[Na+], predict the reaction product. The product is: [Cl:18][C:15]1[CH:16]=[CH:17][C:7]2[C:6]3[C:11](=[C:2]([O:20][CH3:19])[N:3]=[CH:4][CH:5]=3)[C:10](=[O:12])[N:9]([CH3:13])[C:8]=2[CH:14]=1.